Dataset: Forward reaction prediction with 1.9M reactions from USPTO patents (1976-2016). Task: Predict the product of the given reaction. (1) Given the reactants C([O:8][N:9]1[C:18]2[C:13](=[CH:14][C:15]([CH:19]([NH:21][CH2:22][C:23]3[CH:28]=[CH:27][CH:26]=[C:25]([Cl:29])[CH:24]=3)[CH3:20])=[CH:16][N:17]=2)[C:12]([OH:30])=[C:11]([C:31]2[CH:36]=[CH:35][CH:34]=[CH:33][CH:32]=2)[C:10]1=[O:37])C1C=CC=CC=1, predict the reaction product. The product is: [Cl:29][C:25]1[CH:24]=[C:23]([CH:28]=[CH:27][CH:26]=1)[CH2:22][NH:21][CH:19]([C:15]1[CH:14]=[C:13]2[C:18](=[N:17][CH:16]=1)[N:9]([OH:8])[C:10](=[O:37])[C:11]([C:31]1[CH:36]=[CH:35][CH:34]=[CH:33][CH:32]=1)=[C:12]2[OH:30])[CH3:20]. (2) Given the reactants [C:1]([Si:5]([CH3:37])([CH3:36])[O:6][CH2:7][CH2:8][NH:9][C:10]1[CH:15]=[CH:14][C:13]([NH:16][C:17]([C:19]2[CH:24]=[CH:23][C:22]([C:25]#[N:26])=[CH:21][C:20]=2[NH:27][C:28]([C:30]2[S:31][C:32]([Cl:35])=[CH:33][CH:34]=2)=[O:29])=[O:18])=[CH:12][CH:11]=1)([CH3:4])([CH3:3])[CH3:2].[N:38]#[C:39]Br.C(=O)(O)[O-].[Na+], predict the reaction product. The product is: [Si:5]([O:6][CH2:7][CH2:8][N:9]([C:39]#[N:38])[C:10]1[CH:11]=[CH:12][C:13]([NH:16][C:17]([C:19]2[CH:24]=[CH:23][C:22]([C:25]#[N:26])=[CH:21][C:20]=2[NH:27][C:28]([C:30]2[S:31][C:32]([Cl:35])=[CH:33][CH:34]=2)=[O:29])=[O:18])=[CH:14][CH:15]=1)([C:1]([CH3:4])([CH3:3])[CH3:2])([CH3:37])[CH3:36]. (3) Given the reactants [OH:1][C:2]1[CH:3]=[C:4]([CH:6]=[CH:7][CH:8]=1)[NH2:5].CC(C)([O-])C.[K+].Cl[C:16]1[CH:21]=[CH:20][N:19]=[C:18]([NH2:22])[C:17]=1[N+:23]([O-:25])=[O:24], predict the reaction product. The product is: [NH2:5][C:4]1[CH:3]=[C:2]([CH:8]=[CH:7][CH:6]=1)[O:1][C:16]1[CH:21]=[CH:20][N:19]=[C:18]([NH2:22])[C:17]=1[N+:23]([O-:25])=[O:24]. (4) Given the reactants [C:1]1([C:7]2[CH:15]=[CH:14][CH:13]=[C:9]([C:10](O)=[S:11])[C:8]=2[C:16]([OH:18])=[O:17])[CH:6]=[CH:5][CH:4]=[CH:3][CH:2]=1.C(OC(=O)C)(=O)C, predict the reaction product. The product is: [C:1]1([C:7]2[CH:15]=[CH:14][CH:13]=[C:9]3[C:10]([O:18][C:16](=[O:17])[C:8]=23)=[S:11])[CH:2]=[CH:3][CH:4]=[CH:5][CH:6]=1. (5) The product is: [ClH:23].[Cl:23][C:5]1[C:6]([C:8]2[C:9](=[O:22])[N:10]([CH2:20][CH3:21])[C:11]3[C:16]([CH:17]=2)=[CH:15][N:14]=[C:13]([NH:18][CH3:19])[CH:12]=3)=[CH:7][C:2]([NH:1][C:39]([NH:38][C:36]2[CH:35]=[C:34]([F:41])[CH:33]=[C:32]([F:31])[CH:37]=2)=[O:40])=[C:3]([F:24])[CH:4]=1. Given the reactants [NH2:1][C:2]1[C:3]([F:24])=[CH:4][C:5]([Cl:23])=[C:6]([C:8]2[C:9](=[O:22])[N:10]([CH2:20][CH3:21])[C:11]3[C:16]([CH:17]=2)=[CH:15][N:14]=[C:13]([NH:18][CH3:19])[CH:12]=3)[CH:7]=1.N1C=CC=CC=1.[F:31][C:32]1[CH:37]=[C:36]([N:38]=[C:39]=[O:40])[CH:35]=[C:34]([F:41])[CH:33]=1, predict the reaction product. (6) Given the reactants OC(C(F)(F)F)=O.[NH:8]1[CH2:11][CH:10]([NH:12][C:13](=[O:31])[CH2:14][NH:15][C:16]2[C:24]3[C:19](=[CH:20][CH:21]=[C:22]([C:25]([F:28])([F:27])[F:26])[CH:23]=3)[N:18]([CH2:29][CH3:30])[N:17]=2)[CH2:9]1.[CH2:32]([O:34][C:35]([CH:37]1[CH2:42][CH2:41][C:40](=O)[CH2:39][CH2:38]1)=[O:36])[CH3:33], predict the reaction product. The product is: [CH2:32]([O:34][C:35]([CH:37]1[CH2:42][CH2:41][CH:40]([N:8]2[CH2:9][CH:10]([NH:12][C:13](=[O:31])[CH2:14][NH:15][C:16]3[C:24]4[C:19](=[CH:20][CH:21]=[C:22]([C:25]([F:27])([F:26])[F:28])[CH:23]=4)[N:18]([CH2:29][CH3:30])[N:17]=3)[CH2:11]2)[CH2:39][CH2:38]1)=[O:36])[CH3:33]. (7) Given the reactants COCCOC[CH2:7][O:8][CH2:9][CH2:10][NH2:11].[CH3:12][C@@H:13]1[CH2:15][C@H:14]1[C:16](O)=O, predict the reaction product. The product is: [CH3:7][O:8][CH2:9][CH2:10][NH:11][CH2:12][CH:13]1[CH2:15][CH:14]1[CH3:16]. (8) Given the reactants [CH2:1]([C:3]1[C:4]([O:31][CH3:32])=[C:5]([C:10]([NH:13][S:14]([C:17]2[CH:22]=[CH:21][CH:20]=[CH:19][C:18]=2[CH2:23][CH2:24][C:25]2[CH:30]=[CH:29][CH:28]=[CH:27][CH:26]=2)(=[O:16])=[O:15])=[CH:11][CH:12]=1)[C:6]([O:8]C)=[O:7])[CH3:2].[Li+].[OH-], predict the reaction product. The product is: [CH2:1]([C:3]1[C:4]([O:31][CH3:32])=[C:5]([C:10]([NH:13][S:14]([C:17]2[CH:22]=[CH:21][CH:20]=[CH:19][C:18]=2[CH2:23][CH2:24][C:25]2[CH:30]=[CH:29][CH:28]=[CH:27][CH:26]=2)(=[O:16])=[O:15])=[CH:11][CH:12]=1)[C:6]([OH:8])=[O:7])[CH3:2]. (9) Given the reactants [C:1]([O:5][C:6]([NH:8][C@@H:9]1[CH2:11][C@H:10]1[C:12]1[CH:13]=[C:14]([CH:19]=[CH:20][CH:21]=1)[C:15]([O:17]C)=[O:16])=[O:7])([CH3:4])([CH3:3])[CH3:2].[OH-].[Na+].O.C(OCC)(=O)C, predict the reaction product. The product is: [C:1]([O:5][C:6]([NH:8][C@@H:9]1[CH2:11][C@H:10]1[C:12]1[CH:13]=[C:14]([CH:19]=[CH:20][CH:21]=1)[C:15]([OH:17])=[O:16])=[O:7])([CH3:4])([CH3:2])[CH3:3]. (10) Given the reactants [C:1]([OH:5])([CH3:4])([CH3:3])[CH3:2].[CH3:6][C:7]([CH3:10])([O-:9])[CH3:8].[K+].[C:12]1([CH3:18])[CH:17]=[CH:16][CH:15]=[CH:14]C=1.[N-:19]=[C:20]=[O:21].CC([O:26]C)(C)C, predict the reaction product. The product is: [C:1]([O:5][C:20]([NH:19][C:15]1([C:14]([O:9][C:7]([CH3:10])([CH3:8])[CH3:6])=[O:26])[CH2:16][CH:17]=[CH:12][CH2:18]1)=[O:21])([CH3:4])([CH3:3])[CH3:2].